Dataset: Full USPTO retrosynthesis dataset with 1.9M reactions from patents (1976-2016). Task: Predict the reactants needed to synthesize the given product. (1) Given the product [NH2:24][C:25]1[CH:33]=[CH:32][C:28]([C:29]([N:20]2[CH2:19][CH2:18][N:17]([CH:13]([C:9]3[CH:8]=[C:7]([CH:12]=[CH:11][CH:10]=3)[C:6]([NH:5][C:1]([CH3:3])([CH3:4])[CH3:2])=[O:23])[CH:14]([CH3:16])[CH3:15])[CH2:22][CH2:21]2)=[O:30])=[CH:27][C:26]=1[F:34], predict the reactants needed to synthesize it. The reactants are: [C:1]([NH:5][C:6](=[O:23])[C:7]1[CH:12]=[CH:11][CH:10]=[C:9]([CH:13]([N:17]2[CH2:22][CH2:21][NH:20][CH2:19][CH2:18]2)[CH:14]([CH3:16])[CH3:15])[CH:8]=1)([CH3:4])([CH3:3])[CH3:2].[NH2:24][C:25]1[CH:33]=[CH:32][C:28]([C:29](O)=[O:30])=[CH:27][C:26]=1[F:34].C(N(C(C)C)C(C)C)C.CCCP1(OP(CCC)(=O)OP(CCC)(=O)O1)=O. (2) The reactants are: [CH3:1][O:2][C:3]1[C:4](=[O:39])[C:5]([CH3:38])=[C:6]([CH2:12][C:13]2[C:14]([O:34]C(=O)C)=[C:15]([CH:31]=[CH:32][CH:33]=2)[C:16]([NH:18][C:19]2[CH:24]=[CH:23][C:22]([N:25]3[CH2:30][CH2:29][O:28][CH2:27][CH2:26]3)=[CH:21][CH:20]=2)=[O:17])[C:7](=[O:11])[C:8]=1[O:9][CH3:10].C(=O)([O-])O.[Na+]. Given the product [CH3:1][O:2][C:3]1[C:4](=[O:39])[C:5]([CH3:38])=[C:6]([CH2:12][C:13]2[C:14]([OH:34])=[C:15]([CH:31]=[CH:32][CH:33]=2)[C:16]([NH:18][C:19]2[CH:20]=[CH:21][C:22]([N:25]3[CH2:26][CH2:27][O:28][CH2:29][CH2:30]3)=[CH:23][CH:24]=2)=[O:17])[C:7](=[O:11])[C:8]=1[O:9][CH3:10], predict the reactants needed to synthesize it. (3) Given the product [CH3:1][O:2][C:3](=[O:22])[CH2:4][CH2:5][CH2:6][CH2:7][CH2:8][CH2:9][CH2:10][CH2:11][CH2:12][CH2:13][CH2:14][CH2:15][CH2:16][CH2:17][C:18]([OH:20])=[O:19], predict the reactants needed to synthesize it. The reactants are: [CH3:1][O:2][C:3](=[O:22])[CH2:4][CH2:5][CH2:6][CH2:7][CH2:8][CH2:9][CH2:10][CH2:11][CH2:12][CH2:13][CH2:14][CH2:15][CH2:16][CH2:17][C:18]([O:20]C)=[O:19].O.O.O.O.O.O.O.O.[OH-].[Ba+2].[OH-]. (4) Given the product [CH2:16]([N:18]([CH3:19])[C:5](=[O:7])[C:8]1[CH:15]=[CH:14][C:11]([CH:12]=[O:13])=[CH:10][CH:9]=1)[CH3:17], predict the reactants needed to synthesize it. The reactants are: S(Cl)(Cl)=O.[C:5]([C:8]1[CH:15]=[CH:14][C:11]([CH:12]=[O:13])=[CH:10][CH:9]=1)([OH:7])=O.[CH2:16]([NH:18][CH3:19])[CH3:17].